Dataset: Catalyst prediction with 721,799 reactions and 888 catalyst types from USPTO. Task: Predict which catalyst facilitates the given reaction. (1) Reactant: [F:1][C:2]1[C:3]([C:8]2[N:9]([CH2:13][C:14]3[N:19]=[CH:18][N:17]=[C:16](NN)[C:15]=3[CH2:22][CH2:23][CH3:24])[CH:10]=[CH:11][N:12]=2)=[N:4][CH:5]=[CH:6][CH:7]=1.[NH2:25][C:26]([NH2:28])=[O:27].O.Cl. Product: [F:1][C:2]1[C:3]([C:8]2[N:9]([CH2:13][C:14]3[N:19]=[CH:18][N:17]4[N:25]=[C:26]([OH:27])[N:28]=[C:16]4[C:15]=3[CH2:22][CH2:23][CH3:24])[CH:10]=[CH:11][N:12]=2)=[N:4][CH:5]=[CH:6][CH:7]=1. The catalyst class is: 37. (2) Reactant: [Cl:1][C:2]1[CH:3]=[C:4]([CH:9]([CH2:13][CH:14]2[CH2:18][CH2:17][CH2:16][O:15]2)[C:10]([OH:12])=O)[CH:5]=[CH:6][C:7]=1[Cl:8].[NH2:19][C:20]1[S:21][CH:22]=[CH:23][N:24]=1.F[P-](F)(F)(F)(F)F.N1(O[P+](N(C)C)(N(C)C)N(C)C)C2C=CC=CC=2N=N1.C(N(CC)C(C)C)(C)C. Product: [Cl:1][C:2]1[CH:3]=[C:4]([CH:9]([CH2:13][CH:14]2[CH2:18][CH2:17][CH2:16][O:15]2)[C:10]([NH:19][C:20]2[S:21][CH:22]=[CH:23][N:24]=2)=[O:12])[CH:5]=[CH:6][C:7]=1[Cl:8]. The catalyst class is: 35. (3) Reactant: Cl[C:2]1[N:7]=[CH:6][C:5](CC2C=C3C(=C4C=CC=CC=24)N=CNC3=O)=[CH:4][CH:3]=1.[CH3:24][O:25][C:26]1[CH:47]=[CH:46][C:29]([CH2:30][C:31]2[CH:32]=[C:33]3[C:38](=[C:39]4[CH:44]=[CH:43][CH:42]=[CH:41][C:40]=24)[N:37]=[CH:36][NH:35][C:34]3=[O:45])=[CH:28][CH:27]=1.IC1C=NC=CC=1.C(=O)([O-])[O-].[Cs+].[Cs+].CN[C@@H]1CCCC[C@H]1NC. Product: [CH3:24][O:25][C:26]1[CH:27]=[CH:28][C:29]([CH2:30][C:31]2[CH:32]=[C:33]3[C:38](=[C:39]4[CH:44]=[CH:43][CH:42]=[CH:41][C:40]=24)[N:37]=[CH:36][NH:35][C:34]3=[O:45])=[CH:46][CH:47]=1.[CH3:24][O:25][C:26]1[CH:27]=[CH:28][C:29]([CH2:30][C:31]2[CH:32]=[C:33]3[C:38](=[C:39]4[CH:44]=[CH:43][CH:42]=[CH:41][C:40]=24)[N:37]=[CH:36][N:35]([C:5]2[CH:6]=[N:7][CH:2]=[CH:3][CH:4]=2)[C:34]3=[O:45])=[CH:46][CH:47]=1. The catalyst class is: 419. (4) Reactant: [CH3:1][O:2][C:3]([C:5]1[C:13]([CH2:14][N:15]2[C:19]3[CH:20]=[CH:21][CH:22]=[CH:23][C:18]=3[NH:17][C:16]2=[O:24])=[C:12]2[C:8]([C:9]([CH3:27])=[C:10]([CH3:26])[N:11]2[CH3:25])=[CH:7][CH:6]=1)=[O:4].[CH3:28][O:29][C:30](=[O:33])[CH:31]=[CH2:32].[OH-].[CH2:35]([N+](C)(C)C)C1C=CC=CC=1.O. Product: [CH3:1][O:2][C:3]([C:5]1[C:13]([CH2:14][N:15]2[C:19]3[CH:20]=[CH:21][CH:22]=[CH:23][C:18]=3[N:17]([CH2:32][CH2:31][C:30]([O:29][CH2:28][CH3:35])=[O:33])[C:16]2=[O:24])=[C:12]2[C:8]([C:9]([CH3:27])=[C:10]([CH3:26])[N:11]2[CH3:25])=[CH:7][CH:6]=1)=[O:4]. The catalyst class is: 31. (5) Reactant: C(N(CC)CC)C.[Cl-].[Mg+2].[Cl-].[Br:11][C:12]1[CH:17]=[CH:16][C:15]([CH3:18])=[CH:14][C:13]=1[OH:19].[CH2:20]=[O:21]. Product: [Br:11][C:12]1[C:13]([OH:19])=[C:14]([C:15]([CH3:18])=[CH:16][CH:17]=1)[CH:20]=[O:21]. The catalyst class is: 10.